Dataset: Forward reaction prediction with 1.9M reactions from USPTO patents (1976-2016). Task: Predict the product of the given reaction. (1) Given the reactants Cl[C:2]1[CH:3]=[C:4]([N:28]([CH2:35][C:36]2[CH:41]=[CH:40][C:39]([O:42][CH3:43])=[CH:38][CH:37]=2)[C:29]2[CH:34]=[CH:33][CH:32]=[CH:31][CH:30]=2)[C:5]2[N:6]([C:8]([C:11]([NH:13][C:14]3[CH:19]=[CH:18][CH:17]=[C:16]([C:20]4[N:24]=[C:23]([CH:25]([CH3:27])[CH3:26])[O:22][N:21]=4)[CH:15]=3)=[O:12])=[CH:9][N:10]=2)[N:7]=1.[CH:44]1([NH2:51])[CH2:49][CH2:48][CH:47]([NH2:50])[CH2:46][CH2:45]1, predict the reaction product. The product is: [NH2:50][C@H:47]1[CH2:48][CH2:49][C@H:44]([NH:51][C:2]2[CH:3]=[C:4]([N:28]([CH2:35][C:36]3[CH:41]=[CH:40][C:39]([O:42][CH3:43])=[CH:38][CH:37]=3)[C:29]3[CH:34]=[CH:33][CH:32]=[CH:31][CH:30]=3)[C:5]3[N:6]([C:8]([C:11]([NH:13][C:14]4[CH:19]=[CH:18][CH:17]=[C:16]([C:20]5[N:24]=[C:23]([CH:25]([CH3:27])[CH3:26])[O:22][N:21]=5)[CH:15]=4)=[O:12])=[CH:9][N:10]=3)[N:7]=2)[CH2:45][CH2:46]1. (2) Given the reactants [CH2:1]([O:8][C:9]([NH:11][CH2:12][CH2:13][C:14]([OH:16])=O)=[O:10])[C:2]1[CH:7]=[CH:6][CH:5]=[CH:4][CH:3]=1.ON1C2C=CC=CC=2N=N1.C(N(CC)CC)C.[NH2:34][CH2:35][CH:36]([OH:39])[CH2:37][CH3:38], predict the reaction product. The product is: [CH2:1]([O:8][C:9](=[O:10])[NH:11][CH2:12][CH2:13][C:14](=[O:16])[NH:34][CH2:35][CH:36]([OH:39])[CH2:37][CH3:38])[C:2]1[CH:3]=[CH:4][CH:5]=[CH:6][CH:7]=1.